This data is from Catalyst prediction with 721,799 reactions and 888 catalyst types from USPTO. The task is: Predict which catalyst facilitates the given reaction. Reactant: Br[C:2]1[CH:3]=[C:4]([NH:19][C:20](=[O:22])[CH3:21])[CH:5]=[C:6]([NH:8][C:9]2[N:14]=[C:13]([C:15]([F:18])([F:17])[F:16])[CH:12]=[CH:11][N:10]=2)[CH:7]=1.C[Si](C)(C)[C:25]1[S:26][C:27]([Sn](C)(C)C)=[CH:28][N:29]=1. Product: [S:26]1[C:27]([C:2]2[CH:3]=[C:4]([NH:19][C:20](=[O:22])[CH3:21])[CH:5]=[C:6]([NH:8][C:9]3[N:14]=[C:13]([C:15]([F:18])([F:17])[F:16])[CH:12]=[CH:11][N:10]=3)[CH:7]=2)=[CH:28][N:29]=[CH:25]1. The catalyst class is: 203.